This data is from Forward reaction prediction with 1.9M reactions from USPTO patents (1976-2016). The task is: Predict the product of the given reaction. (1) Given the reactants [OH:1][C@H:2]1[CH2:6][CH2:5][CH2:4][C@@H:3]1[NH:7][C:8]1[C:13]([C:14]([NH2:16])=[O:15])=[CH:12][N:11]=[C:10](SC)[N:9]=1.[S:19]([O-:24])(O[O-])(=O)=[O:20].[K+].[K+].[CH3:27]C(C)=O, predict the reaction product. The product is: [OH:1][C@H:2]1[CH2:6][CH2:5][CH2:4][C@@H:3]1[NH:7][C:8]1[C:13]([C:14]([NH2:16])=[O:15])=[CH:12][N:11]=[C:10]([S:19]([CH3:27])(=[O:24])=[O:20])[N:9]=1. (2) Given the reactants [CH:1]1([N:6]2[C:15]3[C:10](=[CH:11][C:12]([F:16])=[CH:13][CH:14]=3)[N:9]([C:17](=[O:26])[C:18]3[CH:23]=[CH:22][C:21]([O:24]C)=[CH:20][CH:19]=3)[C@H:8]([CH2:27][CH3:28])[C:7]2=[O:29])[CH2:5][CH2:4][CH2:3][CH2:2]1.C([C@H]1N(C(=O)C2C=CC(O)=CC=2)C2C(=CC(F)=CC=2)N(C)C1=O)C, predict the reaction product. The product is: [CH:1]1([N:6]2[C:15]3[C:10](=[CH:11][C:12]([F:16])=[CH:13][CH:14]=3)[N:9]([C:17](=[O:26])[C:18]3[CH:19]=[CH:20][C:21]([OH:24])=[CH:22][CH:23]=3)[C@H:8]([CH2:27][CH3:28])[C:7]2=[O:29])[CH2:2][CH2:3][CH2:4][CH2:5]1. (3) Given the reactants Br[C:2]1[CH:25]=[CH:24][C:5]([O:6][CH2:7][C:8]2[N:12]([C:13]3[C:18]([Cl:19])=[CH:17][CH:16]=[CH:15][C:14]=3[Cl:20])[N:11]=[C:10]([CH:21]([CH3:23])[CH3:22])[CH:9]=2)=[CH:4][CH:3]=1.[C:26]([C:29]1[CH:34]=[CH:33][C:32](B(O)O)=[C:31]([Cl:38])[CH:30]=1)([OH:28])=[O:27].C(=O)([O-])[O-].[K+].[K+], predict the reaction product. The product is: [Cl:38][C:31]1[CH:30]=[C:29]([C:26]([OH:28])=[O:27])[CH:34]=[CH:33][C:32]=1[C:2]1[CH:25]=[CH:24][C:5]([O:6][CH2:7][C:8]2[N:12]([C:13]3[C:18]([Cl:19])=[CH:17][CH:16]=[CH:15][C:14]=3[Cl:20])[N:11]=[C:10]([CH:21]([CH3:23])[CH3:22])[CH:9]=2)=[CH:4][CH:3]=1. (4) Given the reactants [Cl:1][C:2]1[CH:11]=[CH:10][C:9]2[C:8]3[C:12]4[N:19](C(OC(C)(C)C)=O)[CH2:18][C@@H:17]([CH3:27])[N:16](C(OC(C)(C)C)=O)[C:15](=[O:35])[C:13]=4[S:14][C:7]=3[CH:6]=[CH:5][C:4]=2[N:3]=1, predict the reaction product. The product is: [Cl:1][C:2]1[CH:11]=[CH:10][C:9]2[C:8]3[C:12]4[NH:19][CH2:18][C@@H:17]([CH3:27])[NH:16][C:15](=[O:35])[C:13]=4[S:14][C:7]=3[CH:6]=[CH:5][C:4]=2[N:3]=1. (5) Given the reactants [Br:1][C:2]1[CH:3]=[N:4][C:5](Cl)=[N:6][CH:7]=1.[CH:9]1([NH2:12])[CH2:11][CH2:10]1, predict the reaction product. The product is: [Br:1][C:2]1[CH:3]=[N:4][C:5]([NH:12][CH:9]2[CH2:11][CH2:10]2)=[N:6][CH:7]=1.